From a dataset of NCI-60 drug combinations with 297,098 pairs across 59 cell lines. Regression. Given two drug SMILES strings and cell line genomic features, predict the synergy score measuring deviation from expected non-interaction effect. (1) Drug 1: C1=CC(=C2C(=C1NCCNCCO)C(=O)C3=C(C=CC(=C3C2=O)O)O)NCCNCCO. Drug 2: C(CCl)NC(=O)N(CCCl)N=O. Cell line: K-562. Synergy scores: CSS=31.2, Synergy_ZIP=-10.2, Synergy_Bliss=-11.8, Synergy_Loewe=-48.8, Synergy_HSA=-10.5. (2) Drug 1: CS(=O)(=O)CCNCC1=CC=C(O1)C2=CC3=C(C=C2)N=CN=C3NC4=CC(=C(C=C4)OCC5=CC(=CC=C5)F)Cl. Drug 2: CN1C2=C(C=C(C=C2)N(CCCl)CCCl)N=C1CCCC(=O)O.Cl. Cell line: SF-539. Synergy scores: CSS=2.75, Synergy_ZIP=-0.953, Synergy_Bliss=-3.99, Synergy_Loewe=-0.706, Synergy_HSA=-5.24. (3) Drug 1: C1=C(C(=O)NC(=O)N1)N(CCCl)CCCl. Drug 2: C1=CC(=CC=C1C#N)C(C2=CC=C(C=C2)C#N)N3C=NC=N3. Cell line: LOX IMVI. Synergy scores: CSS=36.5, Synergy_ZIP=-12.4, Synergy_Bliss=-6.07, Synergy_Loewe=-5.32, Synergy_HSA=-3.66. (4) Drug 1: CC1CCC2CC(C(=CC=CC=CC(CC(C(=O)C(C(C(=CC(C(=O)CC(OC(=O)C3CCCCN3C(=O)C(=O)C1(O2)O)C(C)CC4CCC(C(C4)OC)O)C)C)O)OC)C)C)C)OC. Drug 2: C(CCl)NC(=O)N(CCCl)N=O. Cell line: T-47D. Synergy scores: CSS=36.0, Synergy_ZIP=-4.06, Synergy_Bliss=3.81, Synergy_Loewe=-49.9, Synergy_HSA=5.02. (5) Drug 1: CCCS(=O)(=O)NC1=C(C(=C(C=C1)F)C(=O)C2=CNC3=C2C=C(C=N3)C4=CC=C(C=C4)Cl)F. Drug 2: C1CC(C1)(C(=O)O)C(=O)O.[NH2-].[NH2-].[Pt+2]. Cell line: HCT-15. Synergy scores: CSS=11.5, Synergy_ZIP=-3.83, Synergy_Bliss=-0.0332, Synergy_Loewe=-3.39, Synergy_HSA=-3.16. (6) Drug 1: COC1=C(C=C2C(=C1)N=CN=C2NC3=CC(=C(C=C3)F)Cl)OCCCN4CCOCC4. Drug 2: COCCOC1=C(C=C2C(=C1)C(=NC=N2)NC3=CC=CC(=C3)C#C)OCCOC.Cl. Cell line: TK-10. Synergy scores: CSS=40.7, Synergy_ZIP=-6.71, Synergy_Bliss=-3.45, Synergy_Loewe=0.863, Synergy_HSA=3.25. (7) Drug 1: C1=NC(=NC(=O)N1C2C(C(C(O2)CO)O)O)N. Drug 2: C(=O)(N)NO. Cell line: TK-10. Synergy scores: CSS=19.9, Synergy_ZIP=3.69, Synergy_Bliss=6.11, Synergy_Loewe=-12.0, Synergy_HSA=1.47.